From a dataset of Full USPTO retrosynthesis dataset with 1.9M reactions from patents (1976-2016). Predict the reactants needed to synthesize the given product. The reactants are: [CH3:1][O:2][C:3]1[CH:4]=[C:5]([C:9]2[CH:10]=[C:11]([CH:30]=[CH:31][CH:32]=2)[CH2:12][O:13][C:14]2[CH:19]=[CH:18][C:17]([C:20]3([CH2:24][C:25]([O:27]CC)=[O:26])[CH2:23][O:22][CH2:21]3)=[CH:16][CH:15]=2)[CH:6]=[N:7][CH:8]=1. Given the product [CH3:1][O:2][C:3]1[CH:4]=[C:5]([C:9]2[CH:10]=[C:11]([CH:30]=[CH:31][CH:32]=2)[CH2:12][O:13][C:14]2[CH:15]=[CH:16][C:17]([C:20]3([CH2:24][C:25]([OH:27])=[O:26])[CH2:21][O:22][CH2:23]3)=[CH:18][CH:19]=2)[CH:6]=[N:7][CH:8]=1, predict the reactants needed to synthesize it.